Task: Predict the reactants needed to synthesize the given product.. Dataset: Full USPTO retrosynthesis dataset with 1.9M reactions from patents (1976-2016) (1) The reactants are: [Cl-].[CH3:2][O:3][CH2:4][P+](C1C=CC=CC=1)(C1C=CC=CC=1)C1C=CC=CC=1.CC(C)([O-])C.[K+].[F:30][C:31]([F:53])([F:52])[C:32]([NH:34][C@H:35]1[C:41](=O)[CH2:40][CH2:39][N:38]([C:43]2[N:44]([CH3:51])[N:45]=[CH:46][C:47]=2[N+:48]([O-:50])=[O:49])[CH2:37][CH2:36]1)=[O:33]. Given the product [F:30][C:31]([F:53])([F:52])[C:32]([NH:34][C@H:35]1[C:41](=[CH:2][O:3][CH3:4])[CH2:40][CH2:39][N:38]([C:43]2[N:44]([CH3:51])[N:45]=[CH:46][C:47]=2[N+:48]([O-:50])=[O:49])[CH2:37][CH2:36]1)=[O:33], predict the reactants needed to synthesize it. (2) Given the product [C:1]([O:5][C:6]([C:7]1[CH:8]=[C:9]([C:13]2[CH:18]=[CH:17][C:16]([CH2:19][Br:28])=[CH:15][CH:14]=2)[CH:10]=[CH:11][CH:12]=1)=[O:20])([CH3:4])([CH3:3])[CH3:2], predict the reactants needed to synthesize it. The reactants are: [C:1]([O:5][C:6](=[O:20])[C:7]1[CH:12]=[CH:11][CH:10]=[C:9]([C:13]2[CH:18]=[CH:17][C:16]([CH3:19])=[CH:15][CH:14]=2)[CH:8]=1)([CH3:4])([CH3:3])[CH3:2].C1C(=O)N([Br:28])C(=O)C1.C(OOC(=O)C1C=CC=CC=1)(=O)C1C=CC=CC=1. (3) Given the product [CH3:1][C:2]1([CH3:17])[O:7][CH2:6][C:5]2[O:8][CH:9]=[C:10]([C:11]([OH:13])=[O:12])[C:4]=2[C:3]1=[O:16], predict the reactants needed to synthesize it. The reactants are: [CH3:1][C:2]1([CH3:17])[O:7][CH2:6][C:5]2[O:8][CH:9]=[C:10]([C:11]([O:13]CC)=[O:12])[C:4]=2[C:3]1=[O:16].CC1(C)C(=O)C2C(C(OCC)=O)=COC=2CC1. (4) Given the product [NH:18]1[C:19]2[C:24](=[CH:23][CH:22]=[CH:21][CH:20]=2)[C:16](/[CH:15]=[CH:14]/[C:9]2[CH:8]=[C:7]([O:6][CH2:5][CH2:4][N:3]([CH2:1][CH3:2])[CH2:25][CH3:26])[CH:12]=[CH:11][C:10]=2[NH:13][C:40]([C:36]2[S:37][CH:38]=[CH:39][C:35]=2[CH3:34])=[O:41])=[N:17]1, predict the reactants needed to synthesize it. The reactants are: [CH2:1]([N:3]([CH2:25][CH3:26])[CH2:4][CH2:5][O:6][C:7]1[CH:12]=[CH:11][C:10]([NH2:13])=[C:9](/[CH:14]=[CH:15]/[C:16]2[C:24]3[C:19](=[CH:20][CH:21]=[CH:22][CH:23]=3)[NH:18][N:17]=2)[CH:8]=1)[CH3:2].C(N(CC)CC)C.[CH3:34][C:35]1[CH:39]=[CH:38][S:37][C:36]=1[C:40](Cl)=[O:41].C(=O)([O-])O.[Na+]. (5) Given the product [Cl:1][C:2]1[CH:3]=[C:4]([C:8]2[C:12]([C:13]3[CH:18]=[CH:17][N:16]=[C:15]([NH:19][CH2:12][CH2:8][C:4]4[CH:5]=[CH:6][CH:7]=[CH:2][CH:3]=4)[CH:14]=3)=[CH:11][NH:10][N:9]=2)[CH:5]=[CH:6][CH:7]=1, predict the reactants needed to synthesize it. The reactants are: [Cl:1][C:2]1[CH:3]=[C:4]([C:8]2[C:12]([C:13]3[CH:18]=[CH:17][NH:16][C:15](=[N:19]N)[CH:14]=3)=[CH:11][NH:10][N:9]=2)[CH:5]=[CH:6][CH:7]=1. (6) The reactants are: [CH3:1][S:2]([C:5]1[CH:12]=[CH:11][C:10]([C:13]2[CH:18]=[CH:17][N:16]=[C:15]3[N:19](S(C4C=CC=CC=4)(=O)=O)[C:20]([C:22]4[CH:27]=[CH:26][C:25]([N:28]5[CH2:33][CH2:32][O:31][CH2:30][CH2:29]5)=[CH:24][CH:23]=4)=[CH:21][C:14]=23)=[CH:9][C:6]=1[C:7]#[N:8])(=[O:4])=[O:3].C([O-])([O-])=O.[Cs+].[Cs+].O. Given the product [CH3:1][S:2]([C:5]1[CH:12]=[CH:11][C:10]([C:13]2[CH:18]=[CH:17][N:16]=[C:15]3[NH:19][C:20]([C:22]4[CH:23]=[CH:24][C:25]([N:28]5[CH2:33][CH2:32][O:31][CH2:30][CH2:29]5)=[CH:26][CH:27]=4)=[CH:21][C:14]=23)=[CH:9][C:6]=1[C:7]#[N:8])(=[O:4])=[O:3], predict the reactants needed to synthesize it. (7) Given the product [C:16]1([C:24]2[CH:29]=[CH:28][CH:27]=[CH:26][CH:25]=2)[CH:21]=[CH:20][C:19]([CH2:22][N:6]2[CH2:7][CH2:8][N:15]3[C:13](=[O:14])[C:3]4[CH:4]=[N:5][N:6]([CH:7]([CH3:8])[CH3:12])[C:2]=4[N:1]=[C:3]3[CH2:2]2)=[CH:18][CH:17]=1, predict the reactants needed to synthesize it. The reactants are: [NH2:1][C:2]1[N:6]([C:7]2[CH:12]=CC=C[CH:8]=2)[N:5]=[CH:4][C:3]=1[C:13]([NH2:15])=[O:14].[C:16]1([C:24]2[CH:29]=[CH:28][CH:27]=[CH:26][CH:25]=2)[CH:21]=[CH:20][C:19]([CH:22]=O)=[CH:18][CH:17]=1.C=O. (8) Given the product [ClH:39].[F:1][C:2]1[CH:7]=[C:6]([O:8][C:9]2[C:10]3[N:17]([CH3:18])[CH:16]=[CH:15][C:11]=3[N:12]=[CH:13][N:14]=2)[CH:5]=[CH:4][C:3]=1[NH:19][C:20]([NH:22][C:23]1[CH:28]=[CH:27][CH:26]=[C:25]([C:29]([F:31])([F:30])[F:32])[CH:24]=1)=[O:21], predict the reactants needed to synthesize it. The reactants are: [F:1][C:2]1[CH:7]=[C:6]([O:8][C:9]2[C:10]3[N:17]([CH3:18])[CH:16]=[CH:15][C:11]=3[N:12]=[CH:13][N:14]=2)[CH:5]=[CH:4][C:3]=1[NH:19][C:20]([NH:22][C:23]1[CH:28]=[CH:27][CH:26]=[C:25]([C:29]([F:32])([F:31])[F:30])[CH:24]=1)=[O:21].C(OCC)(=O)C.[ClH:39].